From a dataset of Buchwald-Hartwig C-N cross coupling reaction yields with 55,370 reactions. Predict the reaction yield, written as a fraction of the theoretical maximum amount of product (1.0 means a 100% yield; for example, 0.34 means a 34% yield). (1) The reactants are COc1ccc(Cl)cc1.Cc1ccc(N)cc1.O=S(=O)(O[Pd]1c2ccccc2-c2ccccc2N~1)C(F)(F)F.CC(C)c1cc(C(C)C)c(-c2ccccc2P(C2CCCCC2)C2CCCCC2)c(C(C)C)c1.CN1CCCN2CCCN=C12.COC(=O)c1cc(-c2cccs2)on1. No catalyst specified. The product is COc1ccc(Nc2ccc(C)cc2)cc1. The yield is 0. (2) The reactants are FC(F)(F)c1ccc(Cl)cc1.Cc1ccc(N)cc1.O=S(=O)(O[Pd]1c2ccccc2-c2ccccc2N~1)C(F)(F)F.COc1ccc(OC)c(P([C@]23C[C@H]4C[C@H](C[C@H](C4)C2)C3)[C@]23C[C@H]4C[C@H](C[C@H](C4)C2)C3)c1-c1c(C(C)C)cc(C(C)C)cc1C(C)C.CN(C)C(=NC(C)(C)C)N(C)C.CCOC(=O)c1cnoc1. No catalyst specified. The product is Cc1ccc(Nc2ccc(C(F)(F)F)cc2)cc1. The yield is 0. (3) The reactants are FC(F)(F)c1ccc(Br)cc1.Cc1ccc(N)cc1.O=S(=O)(O[Pd]1c2ccccc2-c2ccccc2N~1)C(F)(F)F.COc1ccc(OC)c(P(C(C)(C)C)C(C)(C)C)c1-c1c(C(C)C)cc(C(C)C)cc1C(C)C.CCN=P(N=P(N(C)C)(N(C)C)N(C)C)(N(C)C)N(C)C.CCOC(=O)c1ccon1. No catalyst specified. The product is Cc1ccc(Nc2ccc(C(F)(F)F)cc2)cc1. The yield is 0. (4) The reactants are FC(F)(F)c1ccc(Br)cc1.Cc1ccc(N)cc1.O=S(=O)(O[Pd]1c2ccccc2-c2ccccc2N~1)C(F)(F)F.CC(C)c1cc(C(C)C)c(-c2ccccc2P(C2CCCCC2)C2CCCCC2)c(C(C)C)c1.CCN=P(N=P(N(C)C)(N(C)C)N(C)C)(N(C)C)N(C)C.COC(=O)c1ccno1. The product is Cc1ccc(Nc2ccc(C(F)(F)F)cc2)cc1. No catalyst specified. The yield is 0.0892. (5) The reactants are CCc1ccc(Br)cc1.Cc1ccc(N)cc1.O=S(=O)(O[Pd]1c2ccccc2-c2ccccc2N~1)C(F)(F)F.CC(C)c1cc(C(C)C)c(-c2ccccc2P(C2CCCCC2)C2CCCCC2)c(C(C)C)c1.CN1CCCN2CCCN=C12.CCOC(=O)c1cnoc1C. No catalyst specified. The product is CCc1ccc(Nc2ccc(C)cc2)cc1. The yield is 0.193. (6) The reactants are Ic1ccccn1.Cc1ccc(N)cc1.O=S(=O)(O[Pd]1c2ccccc2-c2ccccc2N~1)C(F)(F)F.CC(C)c1cc(C(C)C)c(-c2ccccc2P(C(C)(C)C)C(C)(C)C)c(C(C)C)c1.CN(C)C(=NC(C)(C)C)N(C)C.c1ccc2nocc2c1. No catalyst specified. The product is Cc1ccc(Nc2ccccn2)cc1. The yield is 0.543. (7) The reactants are Brc1cccnc1.Cc1ccc(N)cc1.O=S(=O)(O[Pd]1c2ccccc2-c2ccccc2N~1)C(F)(F)F.CC(C)c1cc(C(C)C)c(-c2ccccc2P(C2CCCCC2)C2CCCCC2)c(C(C)C)c1.CCN=P(N=P(N(C)C)(N(C)C)N(C)C)(N(C)C)N(C)C.CCOC(=O)c1cc(OC)no1. The product is Cc1ccc(Nc2cccnc2)cc1. No catalyst specified. The yield is 0.277.